Dataset: Full USPTO retrosynthesis dataset with 1.9M reactions from patents (1976-2016). Task: Predict the reactants needed to synthesize the given product. (1) The reactants are: [NH2:1][C:2]1[C:7]([C:8]#[N:9])=[C:6]([C:10]2[S:11][CH:12]=[CH:13][CH:14]=2)[C:5]([C:15]#[N:16])=[C:4]([SH:17])[N:3]=1.Cl[CH2:19][C:20]1[N:21]=[C:22]([C:25]2[CH:30]=[CH:29][C:28]([Cl:31])=[CH:27][CH:26]=2)[S:23][CH:24]=1.C(=O)(O)[O-].[Na+]. Given the product [NH2:1][C:2]1[C:7]([C:8]#[N:9])=[C:6]([C:10]2[S:11][CH:12]=[CH:13][CH:14]=2)[C:5]([C:15]#[N:16])=[C:4]([S:17][CH2:19][C:20]2[N:21]=[C:22]([C:25]3[CH:30]=[CH:29][C:28]([Cl:31])=[CH:27][CH:26]=3)[S:23][CH:24]=2)[N:3]=1, predict the reactants needed to synthesize it. (2) Given the product [CH3:22][O:23][CH:24]1[CH2:19][N:18]([C:33]2[CH:40]=[CH:39][C:38]([B:41]3[O:42][C:43]([CH3:48])([CH3:49])[C:44]([CH3:46])([CH3:47])[O:45]3)=[CH:37][C:34]=2[C:35]#[N:36])[CH2:21]1, predict the reactants needed to synthesize it. The reactants are: ClC1N=CN=C(NC2C=CC(N3C[CH2:19][N:18]([CH:21]4[CH2:24][O:23][CH2:22]4)CC3)=CC=2)N=1.O=S1(=O)CCC(O[C:33]2[CH:40]=[CH:39][C:38]([B:41]3[O:45][C:44]([CH3:47])([CH3:46])[C:43]([CH3:49])([CH3:48])[O:42]3)=[CH:37][C:34]=2[C:35]#[N:36])CC1.C(=O)([O-])[O-].[Na+].[Na+]. (3) The reactants are: [CH3:1][O:2][CH:3]1[CH2:8][CH2:7][NH:6][CH2:5][CH2:4]1.Cl[C:10]1[N:15]=[C:14]([O:16][CH3:17])[C:13]([N+:18]([O-:20])=[O:19])=[C:12]([O:21][CH3:22])[N:11]=1.C(N(C(C)C)CC)(C)C. Given the product [CH3:17][O:16][C:14]1[C:13]([N+:18]([O-:20])=[O:19])=[C:12]([O:21][CH3:22])[N:11]=[C:10]([N:6]2[CH2:7][CH2:8][CH:3]([O:2][CH3:1])[CH2:4][CH2:5]2)[N:15]=1, predict the reactants needed to synthesize it. (4) Given the product [Cl:7][C:8]1[C:16]([Cl:17])=[C:15]2[C:11]([CH2:12][C:13]([CH:20]3[CH2:24][CH2:23][CH2:22][CH2:21]3)([CH3:19])[C:14]2=[O:18])=[CH:10][C:9]=1[O:25][CH2:27][CH2:28][CH2:29][CH2:30][CH2:31][C:32]#[N:33], predict the reactants needed to synthesize it. The reactants are: C(=O)([O-])[O-].[K+].[K+].[Cl:7][C:8]1[C:16]([Cl:17])=[C:15]2[C:11]([CH2:12][C:13]([CH:20]3[CH2:24][CH2:23][CH2:22][CH2:21]3)([CH3:19])[C:14]2=[O:18])=[CH:10][C:9]=1[OH:25].Br[CH2:27][CH2:28][CH2:29][CH2:30][CH2:31][C:32]#[N:33]. (5) The reactants are: [N:1]([C@@H:4]([CH:20]([C:25]1[CH:30]=[C:29]([F:31])[CH:28]=[C:27]([F:32])[CH:26]=1)[C:21]([F:24])([F:23])[F:22])[C:5]([N:7]1[C@@H:11]([CH2:12][C:13]2[CH:18]=[CH:17][CH:16]=[CH:15][CH:14]=2)[CH2:10][O:9][C:8]1=[O:19])=[O:6])=[N+]=[N-].C([Cl:37])(=O)CC. Given the product [ClH:37].[NH2:1][C@@H:4]([CH:20]([C:25]1[CH:26]=[C:27]([F:32])[CH:28]=[C:29]([F:31])[CH:30]=1)[C:21]([F:24])([F:23])[F:22])[C:5]([N:7]1[C@@H:11]([CH2:12][C:13]2[CH:14]=[CH:15][CH:16]=[CH:17][CH:18]=2)[CH2:10][O:9][C:8]1=[O:19])=[O:6], predict the reactants needed to synthesize it. (6) Given the product [Cl:1][C:2]1[CH:7]=[C:6]([F:8])[CH:5]=[CH:4][C:3]=1[N:9]1[CH2:14][CH2:13][N:12]([C:15]([C:17]2[C:18]([Cl:24])=[CH:19][CH:20]=[CH:21][C:22]=2[Cl:26])=[O:16])[CH2:11][C:10]1=[O:25], predict the reactants needed to synthesize it. The reactants are: [Cl:1][C:2]1[CH:7]=[C:6]([F:8])[CH:5]=[CH:4][C:3]=1[N:9]1[CH2:14][CH2:13][N:12]([C:15]([C:17]2[CH:22]=[CH:21][CH:20]=[C:19](Cl)[C:18]=2[Cl:24])=[O:16])[CH2:11][C:10]1=[O:25].[Cl:26]C1C=CC=C(Cl)C=1C(Cl)=O. (7) The reactants are: [Cl:1][C:2]1[CH:3]=[C:4]([C@H:9]2[C:18]3[C:13](=[CH:14][CH:15]=[CH:16][CH:17]=3)[C@H:12]([NH:19]C(=O)C)[CH2:11][CH2:10]2)[CH:5]=[CH:6][C:7]=1[Cl:8].Cl. Given the product [ClH:1].[Cl:1][C:2]1[CH:3]=[C:4]([C@H:9]2[C:18]3[C:13](=[CH:14][CH:15]=[CH:16][CH:17]=3)[C@H:12]([NH2:19])[CH2:11][CH2:10]2)[CH:5]=[CH:6][C:7]=1[Cl:8], predict the reactants needed to synthesize it.